From a dataset of Catalyst prediction with 721,799 reactions and 888 catalyst types from USPTO. Predict which catalyst facilitates the given reaction. (1) Product: [CH2:1]([C:5]1[C:6]([C:29]2[CH:30]=[CH:31][CH:32]=[CH:33][CH:34]=2)=[C:7]([O:17][C:18]2[CH:23]=[CH:22][C:21](/[CH:24]=[CH:25]/[C:26]([OH:28])=[O:27])=[CH:20][CH:19]=2)[C:8]2[C:13]([CH:14]=1)=[CH:12][C:11]([OH:15])=[CH:10][CH:9]=2)[CH2:2][CH2:3][CH3:4]. The catalyst class is: 2. Reactant: [CH2:1]([C:5]1[C:6]([C:29]2[CH:34]=[CH:33][CH:32]=[CH:31][CH:30]=2)=[C:7]([O:17][C:18]2[CH:23]=[CH:22][C:21](/[CH:24]=[CH:25]/[C:26]([OH:28])=[O:27])=[CH:20][CH:19]=2)[C:8]2[C:13]([CH:14]=1)=[CH:12][C:11]([O:15]C)=[CH:10][CH:9]=2)[CH2:2][CH2:3][CH3:4].B(Br)(Br)Br. (2) Reactant: ClCCl.Br[C:5]1[CH:13]=[CH:12][CH:11]=[C:10]2[C:6]=1[CH2:7][N:8]([CH2:15][CH2:16][C:17]1[CH:26]=[CH:25][C:24]3[C:19](=[CH:20][CH:21]=[CH:22][CH:23]=3)[N:18]=1)[C:9]2=[O:14].[NH:27]1[CH:31]=[CH:30][C:29](B(O)O)=[N:28]1.C([O-])([O-])=O.[Cs+].[Cs+]. Product: [NH:27]1[CH:31]=[CH:30][C:29]([C:5]2[CH:13]=[CH:12][CH:11]=[C:10]3[C:6]=2[CH2:7][N:8]([CH2:15][CH2:16][C:17]2[CH:26]=[CH:25][C:24]4[C:19](=[CH:20][CH:21]=[CH:22][CH:23]=4)[N:18]=2)[C:9]3=[O:14])=[N:28]1. The catalyst class is: 12. (3) Reactant: [F:1][C:2]1[CH:3]=[C:4]([C:11]2[C:19]3[C:14](=[N:15][CH:16]=[C:17]([C:20]4[CH:25]=[CH:24][CH:23]=[CH:22][CH:21]=4)[CH:18]=3)[N:13](S(C3C=CC(C)=CC=3)(=O)=O)[CH:12]=2)[CH:5]=[C:6]([F:10])[C:7]=1[O:8][CH3:9].[F-].C([N+](CCCC)(CCCC)CCCC)CCC. Product: [F:1][C:2]1[CH:3]=[C:4]([C:11]2[C:19]3[C:14](=[N:15][CH:16]=[C:17]([C:20]4[CH:21]=[CH:22][CH:23]=[CH:24][CH:25]=4)[CH:18]=3)[NH:13][CH:12]=2)[CH:5]=[C:6]([F:10])[C:7]=1[O:8][CH3:9]. The catalyst class is: 20. (4) Reactant: C1(P(C2C=CC=CC=2)C2C=CC=CC=2)C=CC=CC=1.BrN1C(=O)CCC1=O.[CH:28]1([CH2:33][C@H:34]([C:38]2[CH:43]=[CH:42][C:41]([Cl:44])=[C:40]([Cl:45])[CH:39]=2)[C:35]([OH:37])=O)[CH2:32][CH2:31][CH2:30][CH2:29]1.[NH2:46][C:47]1[O:48][C:49]2[CH:55]=[CH:54][CH:53]=[CH:52][C:50]=2[N:51]=1.N1C=CC=CC=1. Product: [O:48]1[C:49]2[CH:55]=[CH:54][CH:53]=[CH:52][C:50]=2[N:51]=[C:47]1[NH:46][C:35](=[O:37])[C@@H:34]([C:38]1[CH:43]=[CH:42][C:41]([Cl:44])=[C:40]([Cl:45])[CH:39]=1)[CH2:33][CH:28]1[CH2:29][CH2:30][CH2:31][CH2:32]1. The catalyst class is: 34. (5) Reactant: C([O:4][CH2:5][CH2:6][C:7]1[CH:8]=[CH:9][CH:10]=[C:11]2[C:15]=1[NH:14][CH:13]=[C:12]2[C:16](=[O:36])[CH:17]([NH:27][C:28]1[CH:29]=[N:30][CH:31]=[C:32]([O:34][CH3:35])[CH:33]=1)[C:18]1[CH:26]=[C:21]2[CH:22]=[CH:23][CH:24]=[CH:25][N:20]2[N:19]=1)(=O)C.C(=O)([O-])[O-].[K+].[K+]. Product: [OH:4][CH2:5][CH2:6][C:7]1[CH:8]=[CH:9][CH:10]=[C:11]2[C:15]=1[NH:14][CH:13]=[C:12]2[C:16](=[O:36])[CH:17]([NH:27][C:28]1[CH:29]=[N:30][CH:31]=[C:32]([O:34][CH3:35])[CH:33]=1)[C:18]1[CH:26]=[C:21]2[CH:22]=[CH:23][CH:24]=[CH:25][N:20]2[N:19]=1. The catalyst class is: 36. (6) Reactant: [ClH:1].[O:2]=[C:3]1[CH2:12][CH2:11][C:10]2[C:5](=[CH:6][CH:7]=[C:8]([CH2:13][NH:14]C(=O)OC(C)(C)C)[CH:9]=2)[NH:4]1. Product: [ClH:1].[NH2:14][CH2:13][C:8]1[CH:9]=[C:10]2[C:5](=[CH:6][CH:7]=1)[NH:4][C:3](=[O:2])[CH2:12][CH2:11]2. The catalyst class is: 258. (7) Reactant: Cl[CH2:2][C:3]1[N:7]=[CH:6][O:5][N:4]=1.[NH2:8][CH2:9][CH2:10][CH:11]([CH3:13])[CH3:12].[NH2:14][C@H:15](C(O)=O)[CH2:16][C:17]1[CH:26]=C2C(C=CC=C2)=C[CH:18]=1. Product: [CH3:12][CH:11]([CH3:13])[CH2:10][CH2:9][NH:8][CH2:2][C:3]1[N:7]=[CH:6][O:5][N:4]=1.[CH3:18][CH:17]([CH3:26])[CH2:16][CH2:15][NH:14][CH2:2][C:3]1[N:7]=[CH:6][O:5][N:4]=1. The catalyst class is: 11. (8) Reactant: [CH3:1][O:2][C:3]1[C:12]2[C:7](=[CH:8][CH:9]=[CH:10][CH:11]=2)[C:6]([O:13][CH3:14])=[CH:5][C:4]=1[CH2:15]O.[BrH:17].[Br:18]Br. Product: [Br:17][C:5]1[C:4]([CH2:15][Br:18])=[C:3]([O:2][CH3:1])[C:12]2[C:7](=[CH:8][CH:9]=[CH:10][CH:11]=2)[C:6]=1[O:13][CH3:14]. The catalyst class is: 2. (9) Reactant: [F:1][C:2]1[CH:7]=[C:6]([I:8])[C:5]([F:9])=[CH:4][C:3]=1[NH:10][C:11]1[C:15]2[CH:16]=[N:17][CH:18]=[CH:19][C:14]=2[O:13][C:12]=1[C:20](OCC)=[O:21].[OH-].[Na+].[CH3:27][C:28]1([CH3:36])[O:32][C@@H:31]([CH2:33][O:34][NH2:35])[CH2:30][O:29]1.C1C=CC2N(O)N=NC=2C=1.CCN(C(C)C)C(C)C. Product: [CH3:27][C:28]1([CH3:36])[O:32][C@@H:31]([CH2:33][O:34][NH:35][C:20]([C:12]2[O:13][C:14]3[CH:19]=[CH:18][N:17]=[CH:16][C:15]=3[C:11]=2[NH:10][C:3]2[CH:4]=[C:5]([F:9])[C:6]([I:8])=[CH:7][C:2]=2[F:1])=[O:21])[CH2:30][O:29]1. The catalyst class is: 1. (10) Product: [CH3:1][C@H:2]([O:6][C:7]1[CH:8]=[C:9]([CH:13]=[C:14]([O:16][CH2:17][C:18]2[CH:23]=[CH:22][CH:21]=[CH:20][CH:19]=2)[CH:15]=1)[C:10]([NH:30][C:31]1[CH:36]=[N:35][C:34]([CH3:37])=[CH:33][N:32]=1)=[O:12])[CH2:3][O:4][CH3:5]. Reactant: [CH3:1][C@H:2]([O:6][C:7]1[CH:8]=[C:9]([CH:13]=[C:14]([O:16][CH2:17][C:18]2[CH:23]=[CH:22][CH:21]=[CH:20][CH:19]=2)[CH:15]=1)[C:10]([OH:12])=O)[CH2:3][O:4][CH3:5].C(Cl)(=O)C(Cl)=O.[NH2:30][C:31]1[CH:36]=[N:35][C:34]([CH3:37])=[CH:33][N:32]=1.N1C=CC=CC=1. The catalyst class is: 85.